From a dataset of Catalyst prediction with 721,799 reactions and 888 catalyst types from USPTO. Predict which catalyst facilitates the given reaction. (1) Reactant: [C:1]([O:4][CH2:5]I)(=[O:3])[CH3:2].[Cl:7][C:8]1[C:9]([F:48])=[C:10]([C@@H:14]2[C@:18]([C:21]3[CH:26]=[CH:25][C:24]([Cl:27])=[CH:23][C:22]=3[F:28])([C:19]#[N:20])[C@H:17]([CH2:29][C:30]([CH3:33])([CH3:32])[CH3:31])[NH:16][C@H:15]2[C:34]([NH:36][C:37]2[CH:45]=[CH:44][C:40]([C:41]([OH:43])=[O:42])=[CH:39][C:38]=2[O:46][CH3:47])=[O:35])[CH:11]=[CH:12][CH:13]=1.C(=O)([O-])[O-].[Cs+].[Cs+]. Product: [C:1]([O:4][CH2:5][O:43][C:41](=[O:42])[C:40]1[CH:44]=[CH:45][C:37]([NH:36][C:34]([C@H:15]2[C@H:14]([C:10]3[CH:11]=[CH:12][CH:13]=[C:8]([Cl:7])[C:9]=3[F:48])[C@:18]([C:21]3[CH:26]=[CH:25][C:24]([Cl:27])=[CH:23][C:22]=3[F:28])([C:19]#[N:20])[C@H:17]([CH2:29][C:30]([CH3:32])([CH3:33])[CH3:31])[NH:16]2)=[O:35])=[C:38]([O:46][CH3:47])[CH:39]=1)(=[O:3])[CH3:2]. The catalyst class is: 42. (2) Reactant: [NH2:1][C:2]([CH2:9][C:10](=[O:12])[O-:11])([CH2:4][N+:5]([CH3:8])([CH3:7])[CH3:6])O.CCN(C(C)C)C(C)C.[CH2:22]([O:29][C:30]1[CH:35]=[CH:34][C:33]([N:36]=[C:37]=[O:38])=[CH:32][CH:31]=1)[C:23]1[CH:28]=[CH:27][CH:26]=[CH:25][CH:24]=1. Product: [C:10]([O-:12])(=[O:11])[CH3:9].[CH2:22]([O:29][C:30]1[CH:35]=[CH:34][C:33]([NH:36][C:37](=[O:38])[NH:1][C@@H:2]([CH2:4][N+:5]([CH3:8])([CH3:7])[CH3:6])[CH2:9][C:10]([OH:11])=[O:12])=[CH:32][CH:31]=1)[C:23]1[CH:24]=[CH:25][CH:26]=[CH:27][CH:28]=1. The catalyst class is: 5. (3) Reactant: CON(C)[C:4]([C:6]1[CH:33]=[C:9]2[CH2:10][N:11]([C:15]([O:17][CH2:18][C:19]3[CH:24]=[C:23]([C:25]([F:28])([F:27])[F:26])[CH:22]=[C:21]([C:29]([F:32])([F:31])[F:30])[CH:20]=3)=[O:16])[CH2:12][CH2:13][CH2:14][N:8]2[N:7]=1)=[O:5].[CH3:35][Mg+].[Br-]. Product: [C:4]([C:6]1[CH:33]=[C:9]2[CH2:10][N:11]([C:15]([O:17][CH2:18][C:19]3[CH:24]=[C:23]([C:25]([F:26])([F:28])[F:27])[CH:22]=[C:21]([C:29]([F:32])([F:30])[F:31])[CH:20]=3)=[O:16])[CH2:12][CH2:13][CH2:14][N:8]2[N:7]=1)(=[O:5])[CH3:35]. The catalyst class is: 1. (4) Product: [C:23]1([C:29]2[S:30][CH:31]=[C:32]([C:34]([NH:18][C:17]3[CH:19]=[CH:20][CH:21]=[CH:22][C:16]=3[C:14]3[S:13][C:10]4[C:9]([N:15]=3)=[CH:8][C:7]([CH2:6][N:1]3[CH2:2][CH2:3][CH2:4][CH2:5]3)=[CH:12][N:11]=4)=[O:35])[N:33]=2)[CH:24]=[CH:25][CH:26]=[CH:27][CH:28]=1. The catalyst class is: 6. Reactant: [N:1]1([CH2:6][C:7]2[CH:8]=[C:9]3[N:15]=[C:14]([C:16]4[CH:22]=[CH:21][CH:20]=[CH:19][C:17]=4[NH2:18])[S:13][C:10]3=[N:11][CH:12]=2)[CH2:5][CH2:4][CH2:3][CH2:2]1.[C:23]1([C:29]2[S:30][CH:31]=[C:32]([C:34](O)=[O:35])[N:33]=2)[CH:28]=[CH:27][CH:26]=[CH:25][CH:24]=1. (5) Reactant: [F:1][C:2]1[C:37]([F:38])=[CH:36][CH:35]=[CH:34][C:3]=1[CH2:4][S:5][C:6]1[N:11]=[C:10]([NH:12][S:13]([N:16]2[CH2:21][CH2:20][N:19](C(OC(C)(C)C)=O)[CH2:18][CH2:17]2)(=[O:15])=[O:14])[CH:9]=[C:8]([O:29][CH2:30][CH2:31][CH2:32][OH:33])[N:7]=1.C(O)(C(F)(F)F)=O. Product: [F:1][C:2]1[C:37]([F:38])=[CH:36][CH:35]=[CH:34][C:3]=1[CH2:4][S:5][C:6]1[N:11]=[C:10]([NH:12][S:13]([N:16]2[CH2:21][CH2:20][NH:19][CH2:18][CH2:17]2)(=[O:15])=[O:14])[CH:9]=[C:8]([O:29][CH2:30][CH2:31][CH2:32][OH:33])[N:7]=1. The catalyst class is: 2.